This data is from Full USPTO retrosynthesis dataset with 1.9M reactions from patents (1976-2016). The task is: Predict the reactants needed to synthesize the given product. (1) The reactants are: C(O[BH-](OC(=O)C)OC(=O)C)(=O)C.[Na+].O=[C:16]1[CH2:21][CH2:20][N:19]([C:22]([O:24][C:25]([CH3:28])([CH3:27])[CH3:26])=[O:23])[CH2:18][CH2:17]1.[F:29][C:30]1[CH:31]=[C:32]([CH:34]=[CH:35][CH:36]=1)[NH2:33]. Given the product [F:29][C:30]1[CH:31]=[C:32]([NH:33][CH:16]2[CH2:21][CH2:20][N:19]([C:22]([O:24][C:25]([CH3:28])([CH3:27])[CH3:26])=[O:23])[CH2:18][CH2:17]2)[CH:34]=[CH:35][CH:36]=1, predict the reactants needed to synthesize it. (2) Given the product [N:8]1[CH:9]=[C:4]([NH2:1])[C:5]([NH2:16])=[C:6]([C:10]2[CH:11]=[N:12][CH:13]=[CH:14][CH:15]=2)[CH:7]=1, predict the reactants needed to synthesize it. The reactants are: [N+:1]([C:4]1[C:5]([NH2:16])=[C:6]([C:10]2[CH:11]=[N:12][CH:13]=[CH:14][CH:15]=2)[CH:7]=[N:8][CH:9]=1)([O-])=O. (3) Given the product [CH3:1][O:2][C:3]1[CH:4]=[CH:5][CH:6]=[C:7]2[C:11]=1[N:10]([S:20]([C:14]1[CH:19]=[CH:18][CH:17]=[CH:16][CH:15]=1)(=[O:22])=[O:21])[CH:9]=[CH:8]2, predict the reactants needed to synthesize it. The reactants are: [CH3:1][O:2][C:3]1[CH:4]=[CH:5][CH:6]=[C:7]2[C:11]=1[NH:10][CH:9]=[CH:8]2.[H-].[Na+].[C:14]1([S:20](Cl)(=[O:22])=[O:21])[CH:19]=[CH:18][CH:17]=[CH:16][CH:15]=1. (4) Given the product [F:39][C:33]1[CH:34]=[CH:35][CH:36]=[C:37]([F:38])[C:32]=1[CH2:31][O:30][C:29]1[C:24]2[N:25]([C:21]([C:6]3[CH:11]=[N:10][CH:9]=[CH:8][N:7]=3)=[C:22]([CH3:40])[N:23]=2)[CH:26]=[CH:27][CH:28]=1, predict the reactants needed to synthesize it. The reactants are: C([Sn](CCCC)(CCCC)[C:6]1[CH:11]=[N:10][CH:9]=[CH:8][N:7]=1)CCC.Br[C:21]1[N:25]2[CH:26]=[CH:27][CH:28]=[C:29]([O:30][CH2:31][C:32]3[C:37]([F:38])=[CH:36][CH:35]=[CH:34][C:33]=3[F:39])[C:24]2=[N:23][C:22]=1[CH3:40].O. (5) Given the product [Cl:1][C:2]1[CH:7]=[C:6]([C:8]2[CH:13]=[CH:12][CH:11]=[C:10]([O:14][CH2:28][CH:29]3[CH2:31][O:30]3)[CH:9]=2)[N:5]=[C:4]2[N:15]([CH:18]([CH3:20])[CH3:19])[N:16]=[CH:17][C:3]=12, predict the reactants needed to synthesize it. The reactants are: [Cl:1][C:2]1[CH:7]=[C:6]([C:8]2[CH:9]=[C:10]([OH:14])[CH:11]=[CH:12][CH:13]=2)[N:5]=[C:4]2[N:15]([CH:18]([CH3:20])[CH3:19])[N:16]=[CH:17][C:3]=12.C([O-])([O-])=O.[K+].[K+].Cl[CH2:28][CH:29]1[CH2:31][O:30]1.O.